Dataset: Peptide-MHC class I binding affinity with 185,985 pairs from IEDB/IMGT. Task: Regression. Given a peptide amino acid sequence and an MHC pseudo amino acid sequence, predict their binding affinity value. This is MHC class I binding data. The peptide sequence is EEVSFQGRG. The MHC is HLA-B40:01 with pseudo-sequence HLA-B40:01. The binding affinity (normalized) is 0.